This data is from Catalyst prediction with 721,799 reactions and 888 catalyst types from USPTO. The task is: Predict which catalyst facilitates the given reaction. (1) Reactant: [Cl:1][C:2]1[C:11]2[C:6](=[CH:7][CH:8]=[C:9]([F:12])[CH:10]=2)[N:5]=[C:4]([C:13]2[CH:18]=[CH:17][CH:16]=[CH:15][C:14]=2[O:19]C)[N:3]=1.B(Br)(Br)Br. Product: [Cl:1][C:2]1[C:11]2[C:6](=[CH:7][CH:8]=[C:9]([F:12])[CH:10]=2)[N:5]=[C:4]([C:13]2[CH:18]=[CH:17][CH:16]=[CH:15][C:14]=2[OH:19])[N:3]=1. The catalyst class is: 2. (2) Reactant: Cl.[CH3:2][O:3][NH:4][CH3:5].C(Cl)Cl.[F:9][C:10]([F:21])([F:20])[C:11]1[CH:12]=[C:13]([CH:17]=[CH:18][CH:19]=1)[C:14](Cl)=[O:15].CCN(CC)CC. Product: [CH3:2][O:3][N:4]([CH3:5])[C:14](=[O:15])[C:13]1[CH:17]=[CH:18][CH:19]=[C:11]([C:10]([F:21])([F:20])[F:9])[CH:12]=1. The catalyst class is: 25. (3) Reactant: [Cl:1][C:2]1[N:3]=[C:4](Cl)[C:5]2[CH:11]=[C:10]([N+:12]([O-:14])=[O:13])[CH:9]=[N:8][C:6]=2[N:7]=1.[NH:16]1[CH2:21][CH2:20][O:19][CH2:18][CH2:17]1.C(N(C(C)C)CC)(C)C. Product: [Cl:1][C:2]1[N:3]=[C:4]([N:16]2[CH2:21][CH2:20][O:19][CH2:18][CH2:17]2)[C:5]2[CH:11]=[C:10]([N+:12]([O-:14])=[O:13])[CH:9]=[N:8][C:6]=2[N:7]=1. The catalyst class is: 4. (4) Reactant: [CH2:1]([O:8][C:9](=[O:43])[NH:10][CH2:11][CH2:12][CH2:13][CH2:14][C@H:15]([NH:35][C:36]([O:38][C:39]([CH3:42])([CH3:41])[CH3:40])=[O:37])[C:16]([N:18]([CH2:25][C:26]1[CH:31]=[CH:30][C:29]([N+:32]([O-])=O)=[CH:28][CH:27]=1)[CH2:19][C:20]1[S:21][CH:22]=[CH:23][CH:24]=1)=[O:17])[C:2]1[CH:7]=[CH:6][CH:5]=[CH:4][CH:3]=1.[Cl-].[NH4+]. Product: [C:39]([O:38][C:36](=[O:37])[NH:35][C@@H:15]([CH2:14][CH2:13][CH2:12][CH2:11][NH:10][C:9]([O:8][CH2:1][C:2]1[CH:7]=[CH:6][CH:5]=[CH:4][CH:3]=1)=[O:43])[C:16]([N:18]([CH2:25][C:26]1[CH:31]=[CH:30][C:29]([NH2:32])=[CH:28][CH:27]=1)[CH2:19][C:20]1[S:21][CH:22]=[CH:23][CH:24]=1)=[O:17])([CH3:42])([CH3:40])[CH3:41]. The catalyst class is: 284. (5) Reactant: [NH2:1][C:2]1[CH:6]=[C:5]([C:7]2[CH:8]=[N:9][NH:10][C:11]=2[CH3:12])[S:4][C:3]=1[C:13]([NH2:15])=[O:14].[F:16][C:17]1([F:24])[CH2:22][CH2:21][C:20](=O)[CH2:19][CH2:18]1.CC1(C)C2(CS(O)(=O)=O)C(CC1CC2)=O.[O-]S([O-])(=O)=O.[Mg+2].C([O-])(O)=O.[Na+]. Product: [F:16][C:17]1([F:24])[CH2:22][CH2:21][C:20]2([NH:1][C:2]3[CH:6]=[C:5]([C:7]4[CH:8]=[N:9][NH:10][C:11]=4[CH3:12])[S:4][C:3]=3[C:13](=[O:14])[NH:15]2)[CH2:19][CH2:18]1. The catalyst class is: 44. (6) Reactant: FC(F)(F)C(O)=O.C([SiH](CC)CC)C.[Br:15][C:16]1[CH:17]=[CH:18][C:19]2[N:20]([N:22]=[C:23]([C:37]3[CH:42]=[CH:41][CH:40]=[CH:39][CH:38]=3)[C:24]=2[CH:25](O)[C:26]2[N:31]=[C:30]([C:32]([O:34][CH3:35])=[O:33])[CH:29]=[CH:28][CH:27]=2)[CH:21]=1.C(=O)(O)[O-].[Na+]. Product: [Br:15][C:16]1[CH:17]=[CH:18][C:19]2[N:20]([N:22]=[C:23]([C:37]3[CH:38]=[CH:39][CH:40]=[CH:41][CH:42]=3)[C:24]=2[CH2:25][C:26]2[N:31]=[C:30]([C:32]([O:34][CH3:35])=[O:33])[CH:29]=[CH:28][CH:27]=2)[CH:21]=1. The catalyst class is: 4. (7) Reactant: C([O:3][C:4](=[O:33])[CH2:5][O:6][C:7]1[CH:12]=[CH:11][CH:10]=[C:9]([NH:13][C:14]2[N:19]=[C:18]([NH:20][C:21]3[CH:26]=[CH:25][CH:24]=[CH:23][C:22]=3[NH:27][S:28]([CH3:31])(=[O:30])=[O:29])[C:17]([Cl:32])=[CH:16][N:15]=2)[CH:8]=1)C.[OH-].[K+].CO.O. Product: [ClH:32].[Cl:32][C:17]1[C:18]([NH:20][C:21]2[CH:26]=[CH:25][CH:24]=[CH:23][C:22]=2[NH:27][S:28]([CH3:31])(=[O:30])=[O:29])=[N:19][C:14]([NH:13][C:9]2[CH:8]=[C:7]([CH:12]=[CH:11][CH:10]=2)[O:6][CH2:5][C:4]([OH:33])=[O:3])=[N:15][CH:16]=1. The catalyst class is: 1. (8) The catalyst class is: 40. Reactant: [C:1]([C:3]1[CH:12]=[CH:11][C:6]([C:7]([O:9]C)=[O:8])=[CH:5][C:4]=1[O:13][CH:14]1[CH2:17][CH2:16][CH2:15]1)#[N:2].CS(C)=[O:20].[OH-].[Na+].OO. Product: [NH2:2][C:1]([C:3]1[CH:12]=[CH:11][C:6]([C:7]([OH:9])=[O:8])=[CH:5][C:4]=1[O:13][CH:14]1[CH2:17][CH2:16][CH2:15]1)=[O:20]. (9) Reactant: [F:1][C:2]([F:7])([F:6])[C:3]([OH:5])=[O:4].[C:8]([C:11]1[CH:16]=[CH:15][C:14]([NH:17][CH:18]([C:22]2[CH:27]=[CH:26][C:25]([O:28][CH2:29][CH2:30][N:31]([CH3:33])[CH3:32])=[C:24]([O:34][CH2:35][CH3:36])[CH:23]=2)[C:19]([OH:21])=O)=[CH:13][CH:12]=1)(=[NH:10])[NH2:9].O.ON1C2C=CC=CC=2N=N1.Cl.C(N=C=NCCCN(C)C)C.[N:60]1[CH:65]=[CH:64][CH:63]=[C:62]([C:66]([NH:68][NH2:69])=[O:67])[CH:61]=1. Product: [F:1][C:2]([F:7])([F:6])[C:3]([OH:5])=[O:4].[CH3:33][N:31]([CH3:32])[CH2:30][CH2:29][O:28][C:25]1[CH:26]=[CH:27][C:22]([CH:18]([NH:17][C:14]2[CH:13]=[CH:12][C:11]([C:8]([NH2:9])=[NH:10])=[CH:16][CH:15]=2)[C:19](=[O:21])[NH:69][NH:68][C:66]([C:62]2[CH:61]=[N:60][CH:65]=[CH:64][CH:63]=2)=[O:67])=[CH:23][C:24]=1[O:34][CH2:35][CH3:36]. The catalyst class is: 9. (10) Reactant: [Cl:1][C:2]1[CH:3]=[C:4]([CH:29]=[CH:30][C:31]=1[O:32][CH2:33][C:34]1[CH:39]=[CH:38][CH:37]=[CH:36][N:35]=1)[NH:5][C:6]1[C:15]2[C:10](=[CH:11][C:12]([O:24][CH2:25][CH3:26])=[C:13]([NH:16][C:17](=[O:23])/[CH:18]=[CH:19]/[CH2:20][NH:21][CH3:22])[CH:14]=2)[N:9]=[CH:8][C:7]=1[C:27]#[N:28]. Product: [ClH:1].[Cl:1][C:2]1[CH:3]=[C:4]([CH:29]=[CH:30][C:31]=1[O:32][CH2:33][C:34]1[CH:39]=[CH:38][CH:37]=[CH:36][N:35]=1)[NH:5][C:6]1[C:15]2[C:10](=[CH:11][C:12]([O:24][CH2:25][CH3:26])=[C:13]([NH:16][C:17](=[O:23])/[CH:18]=[CH:19]/[CH2:20][NH:21][CH3:22])[CH:14]=2)[N:9]=[CH:8][C:7]=1[C:27]#[N:28]. The catalyst class is: 100.